From a dataset of Full USPTO retrosynthesis dataset with 1.9M reactions from patents (1976-2016). Predict the reactants needed to synthesize the given product. (1) Given the product [O:33]1[C:37]2[CH:38]=[CH:39][C:40]([CH2:42][NH:43][C:15]([C@@H:9]3[CH2:10][C:11](=[CH:13][Cl:14])[CH2:12][N:8]3[C:6]([C:30]3[CH:29]=[CH:28][C:27]([C:18]4[CH:19]=[CH:20][CH:21]=[CH:22][CH:23]=4)=[CH:32][CH:31]=3)=[O:7])=[O:17])=[CH:41][C:36]=2[O:35][CH2:34]1, predict the reactants needed to synthesize it. The reactants are: C(O[C:6]([N:8]1[CH2:12][C:11](=[CH:13][Cl:14])[CH2:10][C@H:9]1[C:15]([OH:17])=O)=[O:7])(C)(C)C.[C:18]1([C:27]2[CH:32]=[CH:31][CH:30]=[CH:29][CH:28]=2)[CH:23]=[CH:22][C:21](C(Cl)=O)=[CH:20][CH:19]=1.[O:33]1[C:37]2[CH:38]=[CH:39][C:40]([CH2:42][NH2:43])=[CH:41][C:36]=2[O:35][CH2:34]1. (2) The reactants are: [CH:1]1([O:6][C:7]2[CH:12]=[CH:11][CH:10]=[CH:9][C:8]=2[C:13]2[C:14]3[C@@H:15]4[CH2:26][CH2:25][NH:24][CH2:23][CH2:22][C@@H:16]4[NH:17][C:18]=3[CH:19]=[CH:20][CH:21]=2)[CH2:5][CH2:4]C[CH2:2]1.C1(O)CCCC1. Given the product [CH:1]1([O:6][C:7]2[CH:12]=[CH:11][CH:10]=[CH:9][C:8]=2[C:13]2[C:14]3[C:15]4[CH2:26][CH2:25][NH:24][CH2:23][CH2:22][C:16]=4[NH:17][C:18]=3[CH:19]=[CH:20][CH:21]=2)[CH2:2][CH2:4][CH2:5]1, predict the reactants needed to synthesize it. (3) Given the product [Br:1][C:2]1[CH:3]=[C:4]([CH:9]=[C:10]([C:12](=[O:16])[NH:13][CH2:14][CH3:15])[CH:11]=1)[C:5]([OH:7])=[O:6], predict the reactants needed to synthesize it. The reactants are: [Br:1][C:2]1[CH:3]=[C:4]([CH:9]=[C:10]([C:12](=[O:16])[NH:13][CH2:14][CH3:15])[CH:11]=1)[C:5]([O:7]C)=[O:6].O.[Li+].[OH-].CO. (4) The reactants are: [Br:1][C:2]1[S:6][C:5]([C:7]([S:10]([CH2:13]CC(OC)=O)(=[O:12])=[O:11])([CH3:9])[CH3:8])=[N:4][CH:3]=1.C[O-].[Na+].CI. Given the product [Br:1][C:2]1[S:6][C:5]([C:7]([S:10]([CH3:13])(=[O:11])=[O:12])([CH3:9])[CH3:8])=[N:4][CH:3]=1, predict the reactants needed to synthesize it. (5) Given the product [Br:37][C:34]1[CH:35]=[CH:36][C:31]([C:27]2[N:26]=[C:25]3[N:38]=[C:22]([O:21][C@@H:18]4[CH2:19][O:20][C@H:15]([CH2:14][OH:13])[C@H:16]4[OH:17])[NH:23][C:24]3=[CH:29][C:28]=2[Cl:30])=[CH:32][CH:33]=1, predict the reactants needed to synthesize it. The reactants are: C(O)(C(F)(F)F)=O.C([Si]1(C(C)(C)C)[O:17][C@H:16]2[C@H:18]([O:21][C:22]3[N:23](COCC[SiH](C)C)[C:24]4[C:25]([N:38]=3)=[N:26][C:27]([C:31]3[CH:36]=[CH:35][C:34]([Br:37])=[CH:33][CH:32]=3)=[C:28]([Cl:30])[CH:29]=4)[CH2:19][O:20][C@@H:15]2[CH2:14][O:13]1)(C)(C)C.CCCC[N+](CCCC)(CCCC)CCCC.[F-].C1COCC1. (6) Given the product [C:40]([S:42][CH:19]1[CH2:18][CH2:17][N:16]([C:21]([C:28]2[CH:33]=[CH:32][CH:31]=[CH:30][CH:29]=2)([C:22]2[CH:27]=[CH:26][CH:25]=[CH:24][CH:23]=2)[C:34]2[CH:35]=[CH:36][CH:37]=[CH:38][CH:39]=2)[CH2:15]/[C:14]/1=[CH:13]\[C:9]1[N:8]([C:6]([O:5][C:1]([CH3:3])([CH3:2])[CH3:4])=[O:7])[CH:12]=[CH:11][N:10]=1)(=[O:43])[CH3:41], predict the reactants needed to synthesize it. The reactants are: [C:1]([O:5][C:6]([N:8]1[CH:12]=[CH:11][N:10]=[C:9]1/[CH:13]=[C:14]1\[CH2:15][N:16]([C:21]([C:34]2[CH:39]=[CH:38][CH:37]=[CH:36][CH:35]=2)([C:28]2[CH:33]=[CH:32][CH:31]=[CH:30][CH:29]=2)[C:22]2[CH:27]=[CH:26][CH:25]=[CH:24][CH:23]=2)[CH2:17][CH2:18][CH:19]\1O)=[O:7])([CH3:4])([CH3:3])[CH3:2].[C:40]([OH:43])(=[S:42])[CH3:41].C(OC(OCC(C)(C)C)N(C)C)C(C)(C)C.O. (7) The reactants are: [CH3:1][C:2]1[CH:7]=[CH:6][C:5]([S:8]([O:11][CH:12]2[C:16]([F:18])([F:17])[C:15]([C:19]3[C:20]([F:25])=[N:21][CH:22]=[CH:23][CH:24]=3)=[N:14][CH2:13]2)(=[O:10])=[O:9])=[CH:4][CH:3]=1.[BH4-].[Na+].CO. Given the product [CH3:1][C:2]1[CH:3]=[CH:4][C:5]([S:8]([O:11][CH:12]2[C:16]([F:18])([F:17])[CH:15]([C:19]3[C:20]([F:25])=[N:21][CH:22]=[CH:23][CH:24]=3)[NH:14][CH2:13]2)(=[O:9])=[O:10])=[CH:6][CH:7]=1, predict the reactants needed to synthesize it.